From a dataset of Peptide-MHC class I binding affinity with 185,985 pairs from IEDB/IMGT. Regression. Given a peptide amino acid sequence and an MHC pseudo amino acid sequence, predict their binding affinity value. This is MHC class I binding data. (1) The peptide sequence is LLGLWGFATA. The MHC is HLA-A02:06 with pseudo-sequence HLA-A02:06. The binding affinity (normalized) is 0.620. (2) The peptide sequence is VQIPEKKCF. The MHC is HLA-A30:01 with pseudo-sequence HLA-A30:01. The binding affinity (normalized) is 0.0847. (3) The peptide sequence is RRRPVTRPL. The MHC is HLA-A68:02 with pseudo-sequence HLA-A68:02. The binding affinity (normalized) is 0.0847. (4) The peptide sequence is ATAKAAAAY. The MHC is HLA-A02:01 with pseudo-sequence HLA-A02:01. The binding affinity (normalized) is 0.149. (5) The peptide sequence is SLYNTVCVIW. The binding affinity (normalized) is 0.0548. The MHC is Mamu-B17 with pseudo-sequence Mamu-B17. (6) The binding affinity (normalized) is 0.723. The MHC is BoLA-D18.4 with pseudo-sequence BoLA-D18.4. The peptide sequence is RQWGMGFLL. (7) The peptide sequence is ISGYNFSLGAA. The MHC is H-2-Kb with pseudo-sequence H-2-Kb. The binding affinity (normalized) is 0.574. (8) The peptide sequence is EPFLVQFWI. The MHC is HLA-A02:03 with pseudo-sequence HLA-A02:03. The binding affinity (normalized) is 0.0847. (9) The peptide sequence is QLDQRRALL. The MHC is HLA-B58:01 with pseudo-sequence HLA-B58:01. The binding affinity (normalized) is 0.0847.